This data is from Full USPTO retrosynthesis dataset with 1.9M reactions from patents (1976-2016). The task is: Predict the reactants needed to synthesize the given product. (1) Given the product [CH2:25]([O:24][C:22]([C:7]1[C:6]2[C:11](=[C:2]([F:1])[CH:3]=[C:4]([O:20][CH3:21])[CH:5]=2)[N:10]=[CH:9][CH:8]=1)=[CH2:23])[CH2:26][CH2:27][CH3:28], predict the reactants needed to synthesize it. The reactants are: [F:1][C:2]1[CH:3]=[C:4]([O:20][CH3:21])[CH:5]=[C:6]2[C:11]=1[N:10]=[CH:9][CH:8]=[C:7]2OS(C(F)(F)F)(=O)=O.[CH:22]([O:24][CH2:25][CH2:26][CH2:27][CH3:28])=[CH2:23].C(N(CC)CC)C.C1(P(C2C=CC=CC=2)CCCP(C2C=CC=CC=2)C2C=CC=CC=2)C=CC=CC=1. (2) Given the product [CH3:3][O:4][CH2:5][C:6]1[N:7]=[C:8]([CH2:11][N:12]2[N:16]=[C:15]([NH2:17])[CH:14]=[N:13]2)[O:9][CH:10]=1, predict the reactants needed to synthesize it. The reactants are: N#N.[CH3:3][O:4][CH2:5][C:6]1[N:7]=[C:8]([CH2:11][N:12]2[N:16]=[C:15]([N+:17]([O-])=O)[CH:14]=[N:13]2)[O:9][CH:10]=1.[NH4+].[Cl-]. (3) Given the product [CH2:50]([C:51]1[N:3]=[N:2][N:1]([CH2:4][C@H:5]2[O:9][C@@H:8]([N:10]3[C:28]4[N:27]=[CH:26][N:25]=[C:14]([NH:15][CH2:16][C:17]5[CH:22]=[CH:21][C:20]([O:23][CH3:24])=[CH:19][CH:18]=5)[C:13]=4[N:12]=[CH:11]3)[C@H:7]([OH:29])[C@@H:6]2[OH:30])[CH:52]=1)[C:44]1[CH:49]=[CH:48][CH:47]=[CH:46][CH:45]=1, predict the reactants needed to synthesize it. The reactants are: [N:1]([CH2:4][C@H:5]1[O:9][C@@H:8]([N:10]2[C:28]3[N:27]=[CH:26][N:25]=[C:14]([NH:15][CH2:16][C:17]4[CH:22]=[CH:21][C:20]([O:23][CH3:24])=[CH:19][CH:18]=4)[C:13]=3[N:12]=[CH:11]2)[C@H:7]([OH:29])[C@@H:6]1[OH:30])=[N+:2]=[N-:3].O=C1O[C@H]([C@H](CO)O)C([O-])=C1O.[Na+].[C:44]1([CH2:50][C:51]#[CH:52])[CH:49]=[CH:48][CH:47]=[CH:46][CH:45]=1.